The task is: Predict which catalyst facilitates the given reaction.. This data is from Catalyst prediction with 721,799 reactions and 888 catalyst types from USPTO. Reactant: C([O:3][C:4]([C:6]1([CH2:30][CH2:31][NH:32][C:33]2[C:34]([CH3:50])=[N:35][C:36]([N:39]3[CH2:43][CH2:42][C@@H:41]([N:44]4[CH2:48][CH2:47][CH2:46][C@@H:45]4[CH3:49])[CH2:40]3)=[CH:37][CH:38]=2)[CH2:11][CH2:10][CH:9]([O:12][Si:13]([C:26]([CH3:29])([CH3:28])[CH3:27])([C:20]2[CH:25]=[CH:24][CH:23]=[CH:22][CH:21]=2)[C:14]2[CH:19]=[CH:18][CH:17]=[CH:16][CH:15]=2)[CH2:8][CH2:7]1)=O)C. Product: [C:26]([Si:13]([C:14]1[CH:15]=[CH:16][CH:17]=[CH:18][CH:19]=1)([C:20]1[CH:25]=[CH:24][CH:23]=[CH:22][CH:21]=1)[O:12][CH:9]1[CH2:8][CH2:7][C:6]2([C:4](=[O:3])[N:32]([C:33]3[C:34]([CH3:50])=[N:35][C:36]([N:39]4[CH2:43][CH2:42][C@@H:41]([N:44]5[CH2:48][CH2:47][CH2:46][C@@H:45]5[CH3:49])[CH2:40]4)=[CH:37][CH:38]=3)[CH2:31][CH2:30]2)[CH2:11][CH2:10]1)([CH3:29])([CH3:28])[CH3:27].[NH3:32]. The catalyst class is: 100.